From a dataset of Retrosynthesis with 50K atom-mapped reactions and 10 reaction types from USPTO. Predict the reactants needed to synthesize the given product. (1) Given the product COC(=O)c1ccc(F)c(-c2c(F)cc(OC)cc2F)n1, predict the reactants needed to synthesize it. The reactants are: COC(=O)c1ccc(F)c(Br)n1.COc1cc(F)c(B(O)O)c(F)c1. (2) Given the product COc1cc2nc(C)nc(Oc3ccc(N)cc3)c2cc1OC, predict the reactants needed to synthesize it. The reactants are: COc1cc2nc(C)nc(Oc3ccc([N+](=O)[O-])cc3)c2cc1OC. (3) Given the product C[C@H](Nc1nc(Cl)cc(N2CCC(O)(CO)CC2)n1)c1ccc(F)cc1, predict the reactants needed to synthesize it. The reactants are: C[C@H](Nc1nc(Cl)cc(Cl)n1)c1ccc(F)cc1.OCC1(O)CCNCC1. (4) Given the product CC(C)[C@H](NCc1ccc(-c2ccccc2-c2nnn[nH]2)cc1)C(=O)O, predict the reactants needed to synthesize it. The reactants are: CC(C)[C@H](N)C(=O)O.O=Cc1ccc(-c2ccccc2-c2nnn[nH]2)cc1. (5) Given the product CC(C)Cc1cc(C=O)nn1C(C)(C)C, predict the reactants needed to synthesize it. The reactants are: CC(C)Cc1cc(CO)nn1C(C)(C)C. (6) Given the product CCn1cc(CN(C(=O)C2CCOc3c2cccc3[N+](=O)[O-])c2ccc(C(C)C)cc2)cn1, predict the reactants needed to synthesize it. The reactants are: CC(C)c1ccc(N(Cc2cn[nH]c2)C(=O)C2CCOc3c2cccc3[N+](=O)[O-])cc1.CCI. (7) Given the product CCCCOc1ccc(C(=O)O)cc1, predict the reactants needed to synthesize it. The reactants are: CCCCOc1ccc(C(=O)OCC)cc1. (8) Given the product CC(C)(CO)NS(=O)(=O)c1cccc(C#Cc2cnn3c(C(F)(F)F)cc(-c4cccc(C(F)(F)F)c4)nc23)c1, predict the reactants needed to synthesize it. The reactants are: C#Cc1cnn2c(C(F)(F)F)cc(-c3cccc(C(F)(F)F)c3)nc12.CC(C)(CO)NS(=O)(=O)c1cccc(Br)c1.